This data is from Full USPTO retrosynthesis dataset with 1.9M reactions from patents (1976-2016). The task is: Predict the reactants needed to synthesize the given product. (1) The reactants are: [Br:1][C:2]1[CH:3]=[C:4]([CH:8]=[C:9]([OH:11])[CH:10]=1)[C:5]([OH:7])=O.N1C=CC=CC=1.[CH3:18][CH:19]([CH3:22])[CH2:20][NH2:21]. Given the product [Br:1][C:2]1[CH:3]=[C:4]([CH:8]=[C:9]([OH:11])[CH:10]=1)[C:5]([NH:21][CH2:20][CH:19]([CH3:22])[CH3:18])=[O:7], predict the reactants needed to synthesize it. (2) Given the product [S:25]([C:22]1[CH:23]=[CH:24][C:19]([C:8]2[CH2:9][CH2:10][CH2:11][C:12]3[CH:17]=[C:16]([OH:18])[CH:15]=[CH:14][C:13]=3[C:7]=2[CH2:6][CH2:5][CH2:4][CH2:3][CH2:2][N:30]([CH3:29])[CH2:31][CH2:32][CH2:33][S:34][CH2:35][CH2:36][CH2:37][C:38]([F:44])([F:43])[C:39]([F:40])([F:41])[F:42])=[CH:20][CH:21]=1)([CH3:28])(=[O:27])=[O:26], predict the reactants needed to synthesize it. The reactants are: Br[CH2:2][CH2:3][CH2:4][CH2:5][CH2:6][C:7]1[C:13]2[CH:14]=[CH:15][C:16]([OH:18])=[CH:17][C:12]=2[CH2:11][CH2:10][CH2:9][C:8]=1[C:19]1[CH:24]=[CH:23][C:22]([S:25]([CH3:28])(=[O:27])=[O:26])=[CH:21][CH:20]=1.[CH3:29][NH:30][CH2:31][CH2:32][CH2:33][S:34][CH2:35][CH2:36][CH2:37][C:38]([F:44])([F:43])[C:39]([F:42])([F:41])[F:40]. (3) Given the product [F:1][C:2]1[CH:3]=[C:4]([C:9](=[O:35])[C:10](=[C:26]2[NH:27][C:28]3[CH:34]=[CH:33][CH:32]=[CH:31][C:29]=3[NH:30]2)[C:11]([C:13]2[CH:18]=[CH:17][CH:16]=[C:15]([CH:19]=[CH:20][CH2:21][OH:22])[CH:14]=2)=[O:12])[CH:5]=[C:6]([F:8])[CH:7]=1, predict the reactants needed to synthesize it. The reactants are: [F:1][C:2]1[CH:3]=[C:4]([C:9](=[O:35])[C:10](=[C:26]2[NH:30][C:29]3[CH:31]=[CH:32][CH:33]=[CH:34][C:28]=3[NH:27]2)[C:11]([C:13]2[CH:14]=[C:15]([CH:19]=[CH:20][C:21](OCC)=[O:22])[CH:16]=[CH:17][CH:18]=2)=[O:12])[CH:5]=[C:6]([F:8])[CH:7]=1.[H-].C([Al+]CC(C)C)C(C)C. (4) Given the product [ClH:1].[N:2]12[CH2:11][CH:6]3[CH2:7][CH:8]([CH2:10][CH:4]([C@H:5]3[NH:12][C:24]([C:22]3[S:23][C:19]([C:14]4[CH:15]=[CH:16][CH:17]=[CH:18][N:13]=4)=[CH:20][CH:21]=3)=[O:25])[CH2:3]1)[CH2:9]2, predict the reactants needed to synthesize it. The reactants are: [ClH:1].[N:2]12[CH2:11][CH:6]3[CH2:7][CH:8]([CH2:10][CH:4]([C@H:5]3[NH2:12])[CH2:3]1)[CH2:9]2.[N:13]1[CH:18]=[CH:17][CH:16]=[CH:15][C:14]=1[C:19]1[S:23][C:22]([C:24](O)=[O:25])=[CH:21][CH:20]=1.N. (5) Given the product [F:1][C:2]1[CH:7]=[CH:6][CH:5]=[C:4]([F:8])[C:3]=1[N:9]1[C:14]2[N:15]=[C:16]([NH:42][CH2:41][CH2:40][N:39]([CH3:43])[CH3:38])[N:17]=[C:18]([C:19]3[CH:20]=[C:21]([CH:30]=[CH:31][C:32]=3[CH3:33])[C:22]([NH:24][C:25]3[S:26][CH:27]=[CH:28][N:29]=3)=[O:23])[C:13]=2[CH:12]=[CH:11][C:10]1=[O:37], predict the reactants needed to synthesize it. The reactants are: [F:1][C:2]1[CH:7]=[CH:6][CH:5]=[C:4]([F:8])[C:3]=1[N:9]1[C:14]2[N:15]=[C:16](S(C)=O)[N:17]=[C:18]([C:19]3[CH:20]=[C:21]([CH:30]=[CH:31][C:32]=3[CH3:33])[C:22]([NH:24][C:25]3[S:26][CH:27]=[CH:28][N:29]=3)=[O:23])[C:13]=2[CH:12]=[CH:11][C:10]1=[O:37].[CH3:38][N:39]([CH3:43])[CH2:40][CH2:41][NH2:42]. (6) Given the product [CH:6]12[CH2:11][CH:9]([CH:10]=[CH:5]1)[CH2:8][CH2:7]2.[CH2:24]([CH2:23][C:21]([O-:22])=[O:20])[CH:25]=[CH2:26], predict the reactants needed to synthesize it. The reactants are: C([CH:5]1[CH2:10][CH:9]2[CH2:11][CH:6]1[CH:7]=[CH:8]2)CCC.C12CC(C=C1)CC2.C[O:20][C:21]([CH:23]1CC2C[CH:24]1[CH:25]=[CH:26]2)=[O:22].[CH2:24]([CH2:23][C:21]([O-:20])=[O:22])[CH:25]=[CH2:26].COC(C1CC2CC1C=C2)=O.